Dataset: Full USPTO retrosynthesis dataset with 1.9M reactions from patents (1976-2016). Task: Predict the reactants needed to synthesize the given product. (1) The reactants are: [F:1][C:2]1[CH:20]=[C:19]([I:21])[CH:18]=[CH:17][C:3]=1[NH:4][C:5]1[C:6]([C:12]([O:14][CH2:15][CH3:16])=[O:13])=[CH:7][NH:8][C:9](=[O:11])[CH:10]=1.[H-].[Na+].Br[CH2:25][CH2:26][CH2:27][C:28]#[N:29]. Given the product [C:28]([CH2:27][CH2:26][CH2:25][N:8]1[C:9](=[O:11])[CH:10]=[C:5]([NH:4][C:3]2[CH:17]=[CH:18][C:19]([I:21])=[CH:20][C:2]=2[F:1])[C:6]([C:12]([O:14][CH2:15][CH3:16])=[O:13])=[CH:7]1)#[N:29], predict the reactants needed to synthesize it. (2) Given the product [C:1]12([C:11]([OH:12])=[O:17])[CH2:10][CH:5]3[CH2:6][CH:7]([CH2:9][CH:3]([CH2:4]3)[CH2:2]1)[CH2:8]2, predict the reactants needed to synthesize it. The reactants are: [C:1]12([C:11](Cl)=[O:12])[CH2:10][CH:5]3[CH2:6][CH:7]([CH2:9][CH:3]([CH2:4]3)[CH2:2]1)[CH2:8]2.BrC(F)(F)C[OH:17].C(N(CC)CC)C. (3) Given the product [Cl:16][C:17]1[C:22]([CH3:23])=[C:21]([O:15][CH:12]2[CH2:11][CH2:10][N:9]([C:7]3[O:6][N:5]=[C:4]([CH:1]([CH3:3])[CH3:2])[N:8]=3)[CH2:14][CH2:13]2)[N:20]=[CH:19][N:18]=1, predict the reactants needed to synthesize it. The reactants are: [CH:1]([C:4]1[N:8]=[C:7]([N:9]2[CH2:14][CH2:13][CH:12]([OH:15])[CH2:11][CH2:10]2)[O:6][N:5]=1)([CH3:3])[CH3:2].[Cl:16][C:17]1[C:22]([CH3:23])=[C:21](Cl)[N:20]=[CH:19][N:18]=1. (4) Given the product [CH3:1][C:2]1[C:3]2[CH2:4][CH2:5][CH2:6][CH2:7][C:8]3[CH:9]=[CH:10][C:11]([CH2:12][CH2:13][CH2:14][N:15]4[C:25]([CH:26]=2)=[C:23]([CH:24]=1)[N:22]=[C:21]1[C:16]4=[N:17][C:18](=[O:28])[NH:19][C:20]1=[O:27])=[CH:29][CH:30]=3, predict the reactants needed to synthesize it. The reactants are: [CH3:1][C:2]1[C:3]2[CH2:4][CH:5]=[CH:6][CH2:7][C:8]3[CH:30]=[CH:29][C:11]([CH2:12][CH2:13][CH2:14][N:15]4[C:25]([CH:26]=2)=[C:23]([CH:24]=1)[N:22]=[C:21]1[C:16]4=[N:17][C:18](=[O:28])[NH:19][C:20]1=[O:27])=[CH:10][CH:9]=3. (5) Given the product [Br:1][C:2]1[CH:6]=[CH:5][N:4]([C:8]2[C:13]([Cl:14])=[CH:12][CH:11]=[CH:10][N:9]=2)[N:3]=1, predict the reactants needed to synthesize it. The reactants are: [Br:1][C:2]1[CH:6]=[CH:5][NH:4][N:3]=1.Cl[C:8]1[C:13]([Cl:14])=[CH:12][CH:11]=[CH:10][N:9]=1.C(=O)([O-])[O-].[Cs+].[Cs+].O. (6) Given the product [C:34]([O:37][C@H:38]([C:42]([CH3:45])([CH3:44])[CH3:43])[C:39]([N:21]1[CH2:22][CH2:23][S:24][CH2:25][C@H:20]1[C:18](=[O:19])[NH:17][CH2:16][C:10]1[CH:11]=[C:12]([Cl:15])[CH:13]=[CH:14][C:9]=1[CH2:8][NH:7][C:6]([O:5][C:1]([CH3:4])([CH3:2])[CH3:3])=[O:26])=[O:40])(=[O:36])[CH3:35], predict the reactants needed to synthesize it. The reactants are: [C:1]([O:5][C:6](=[O:26])[NH:7][CH2:8][C:9]1[CH:14]=[CH:13][C:12]([Cl:15])=[CH:11][C:10]=1[CH2:16][NH:17][C:18]([C@@H:20]1[CH2:25][S:24][CH2:23][CH2:22][NH:21]1)=[O:19])([CH3:4])([CH3:3])[CH3:2].C(N(CC)CC)C.[C:34]([O:37][C@H:38]([C:42]([CH3:45])([CH3:44])[CH3:43])[C:39](Cl)=[O:40])(=[O:36])[CH3:35]. (7) Given the product [CH:12]1([NH:18][C:4](=[NH:5])[CH2:3][C:2](=[O:1])[C:6]2[CH:7]=[CH:8][CH:9]=[CH:10][CH:11]=2)[CH2:17][CH2:16][CH2:15][CH2:14][CH2:13]1, predict the reactants needed to synthesize it. The reactants are: [O:1]=[C:2]([C:6]1[CH:11]=[CH:10][CH:9]=[CH:8][CH:7]=1)[CH2:3][C:4]#[N:5].[CH:12]1([NH2:18])[CH2:17][CH2:16][CH2:15][CH2:14][CH2:13]1.